This data is from Full USPTO retrosynthesis dataset with 1.9M reactions from patents (1976-2016). The task is: Predict the reactants needed to synthesize the given product. (1) The reactants are: Cl[CH2:2][CH2:3][CH2:4][O:5][CH2:6][CH2:7][C:8]1[CH:9]=[CH:10][C:11]2[S:15][CH:14]=[CH:13][C:12]=2[CH:16]=1.Cl.[NH:18]1[CH2:21][CH:20]([OH:22])[CH2:19]1.[OH-].[Na+].Cl. Given the product [S:15]1[C:11]2[CH:10]=[CH:9][C:8]([CH2:7][CH2:6][O:5][CH2:4][CH2:3][CH2:2][N:18]3[CH2:21][CH:20]([OH:22])[CH2:19]3)=[CH:16][C:12]=2[CH:13]=[CH:14]1, predict the reactants needed to synthesize it. (2) Given the product [CH3:8][S:9][C:10]([NH:1][C:2]1[CH:3]=[N:4][CH:5]=[CH:6][CH:7]=1)=[CH:11][N+:12]([O-:14])=[O:13], predict the reactants needed to synthesize it. The reactants are: [NH2:1][C:2]1[CH:3]=[N:4][CH:5]=[CH:6][CH:7]=1.[CH3:8][S:9][C:10](SC)=[CH:11][N+:12]([O-:14])=[O:13].